This data is from Catalyst prediction with 721,799 reactions and 888 catalyst types from USPTO. The task is: Predict which catalyst facilitates the given reaction. Product: [F:1][C:2]1[C:3]([F:19])=[C:4]([O:8][CH2:9][CH2:10][CH2:11][CH2:12][O:13][CH2:14][CH2:15][CH2:16][CH2:17][CH3:18])[CH:5]=[CH:6][C:7]=1[B:29]([OH:30])[OH:28]. The catalyst class is: 1. Reactant: [F:1][C:2]1[CH:7]=[CH:6][CH:5]=[C:4]([O:8][CH2:9][CH2:10][CH2:11][CH2:12][O:13][CH2:14][CH2:15][CH2:16][CH2:17][CH3:18])[C:3]=1[F:19].C([Li])CCC.C([O:28][B:29](OC(C)C)[O:30]C(C)C)(C)C.